Dataset: Catalyst prediction with 721,799 reactions and 888 catalyst types from USPTO. Task: Predict which catalyst facilitates the given reaction. (1) Reactant: [CH3:1][C:2]1[CH:3]=[CH:4][C:5]([S:9][C:10]2[CH:11]=[CH:12][CH:13]=[CH:14][C:15]=2[N:16]2[CH2:21][CH2:20][NH:19][CH2:18][CH2:17]2)=[C:6]([CH3:8])[CH:7]=1.[C:22]([OH:34])(=[O:33])[CH2:23][C:24]([CH2:29][C:30]([OH:32])=[O:31])([C:26]([OH:28])=[O:27])[OH:25]. Product: [CH3:1][C:2]1[CH:3]=[CH:4][C:5]([S:9][C:10]2[CH:11]=[CH:12][CH:13]=[CH:14][C:15]=2[N:16]2[CH2:17][CH2:18][NH:19][CH2:20][CH2:21]2)=[C:6]([CH3:8])[CH:7]=1.[C:22]([O-:34])(=[O:33])[CH2:23][C:24]([CH2:29][C:30]([O-:32])=[O:31])([C:26]([O-:28])=[O:27])[OH:25]. The catalyst class is: 13. (2) Reactant: Cl[C:2]1[N:7]=[CH:6][N:5]=[C:4]([NH:8][C:9]2[CH:14]=[CH:13][C:12]([N:15]3[CH2:20][CH2:19][O:18][CH2:17][C@H:16]3[CH2:21][OH:22])=[CH:11][CH:10]=2)[N:3]=1.[F:23][C@H:24]1[C@@H:29]([O:30][C:31]2[CH:38]=[CH:37][C:36](B3OC(C)(C)C(C)(C)O3)=[CH:35][C:32]=2[C:33]#[N:34])[CH2:28][CH2:27][N:26]([C:48](=[O:51])[CH2:49][OH:50])[CH2:25]1.C(=O)([O-])[O-].[Na+].[Na+]. Product: [F:23][C@H:24]1[C@@H:29]([O:30][C:31]2[CH:38]=[CH:37][C:36]([C:2]3[N:3]=[C:4]([NH:8][C:9]4[CH:14]=[CH:13][C:12]([N:15]5[CH2:20][CH2:19][O:18][CH2:17][C@H:16]5[CH2:21][OH:22])=[CH:11][CH:10]=4)[N:5]=[CH:6][N:7]=3)=[CH:35][C:32]=2[C:33]#[N:34])[CH2:28][CH2:27][N:26]([C:48](=[O:51])[CH2:49][OH:50])[CH2:25]1. The catalyst class is: 104. (3) Reactant: [CH3:1][O:2][C:3](=[O:36])[C@@H:4]([NH:23][C:24]([C:26]1([CH2:31][CH2:32][N:33]=[N+]=[N-])[CH2:30][CH2:29][CH2:28][CH2:27]1)=[O:25])[CH2:5][C:6]1[CH:11]=[CH:10][C:9]([NH:12][C:13](=[O:22])[C:14]2[C:19]([Cl:20])=[CH:18][CH:17]=[CH:16][C:15]=2[Cl:21])=[CH:8][CH:7]=1.CP(C)C.O. Product: [CH3:1][O:2][C:3](=[O:36])[C@@H:4]([NH:23][C:24]([C:26]1([CH2:31][CH2:32][NH2:33])[CH2:27][CH2:28][CH2:29][CH2:30]1)=[O:25])[CH2:5][C:6]1[CH:7]=[CH:8][C:9]([NH:12][C:13](=[O:22])[C:14]2[C:15]([Cl:21])=[CH:16][CH:17]=[CH:18][C:19]=2[Cl:20])=[CH:10][CH:11]=1. The catalyst class is: 1. (4) Reactant: [C:1]1([C:7]2[CH:22]=[CH:21][C:10]3[N:11]=[C:12]([CH2:14][C:15]4[O:19][C:18]([OH:20])=[N:17][N:16]=4)[S:13][C:9]=3[CH:8]=2)[CH:6]=[CH:5][CH:4]=[CH:3][CH:2]=1.BrC1C=CC2N=C(CC3[O:36]C(O)=NN=3)SC=2C=1.OO. Product: [OH:20][C:18]1[O:19][C:15]([C:14]([C:12]2[S:13][C:9]3[CH:8]=[C:7]([C:1]4[CH:2]=[CH:3][CH:4]=[CH:5][CH:6]=4)[CH:22]=[CH:21][C:10]=3[N:11]=2)=[O:36])=[N:16][N:17]=1. The catalyst class is: 86. (5) Reactant: O.C1(P(C2C=CC=CC=2)C2C=CC=CC=2)C=CC=CC=1.[CH3:21][C@@H:22]1[CH:31]=[CH:30][CH2:29][C:24]2([CH2:28][CH2:27][CH2:26][CH2:25]2)[C@H:23]1[C:32](=[O:36])/[CH:33]=[CH:34]/[CH3:35]. Product: [CH3:21][C@@H:22]1[CH:31]=[CH:30][CH2:29][C:24]2([CH2:28][CH2:27][CH2:26][CH2:25]2)[C@H:23]1[C:32](=[O:36])[CH2:33][CH2:34][CH3:35]. The catalyst class is: 48. (6) Reactant: Cl.[Cl:2][CH2:3][C@H:4]1[CH2:8][CH2:7][C@@H:6]([CH2:9][Cl:10])[N:5]1[C:11]1[CH:16]=[CH:15][CH:14]=[CH:13][C:12]=1[O:17][CH3:18]. Product: [Cl:10][CH2:9][C@H:6]1[CH2:7][CH2:8][C@@H:4]([CH2:3][Cl:2])[N:5]1[C:11]1[CH:16]=[CH:15][CH:14]=[CH:13][C:12]=1[O:17][CH3:18]. The catalyst class is: 27.